Dataset: Full USPTO retrosynthesis dataset with 1.9M reactions from patents (1976-2016). Task: Predict the reactants needed to synthesize the given product. (1) Given the product [C:23]([O:22][C:19](=[O:21])[CH2:20][C:11]([C:10]1[CH:16]=[CH:17][CH:18]=[C:8]([N:4]2[CH:5]=[CH:6][N:7]=[C:3]2[S:2][CH3:1])[CH:9]=1)=[O:13])([CH3:26])([CH3:25])[CH3:24], predict the reactants needed to synthesize it. The reactants are: [CH3:1][S:2][C:3]1[N:4]([C:8]2[CH:9]=[C:10]([CH:16]=[CH:17][CH:18]=2)[C:11]([O:13]CC)=O)[CH:5]=[CH:6][N:7]=1.[C:19]([O:22][C:23]([CH3:26])([CH3:25])[CH3:24])(=[O:21])[CH3:20].[Li]. (2) Given the product [CH2:1]([O:8][C:9]1[CH:16]=[CH:15][C:12]([CH:13]=[C:20]([C:21](=[O:22])[CH3:23])[C:19]([O:25][CH2:26][CH3:27])=[O:24])=[C:11]([O:17][CH3:18])[CH:10]=1)[C:2]1[CH:7]=[CH:6][CH:5]=[CH:4][CH:3]=1, predict the reactants needed to synthesize it. The reactants are: [CH2:1]([O:8][C:9]1[CH:16]=[CH:15][C:12]([CH:13]=O)=[C:11]([O:17][CH3:18])[CH:10]=1)[C:2]1[CH:7]=[CH:6][CH:5]=[CH:4][CH:3]=1.[C:19]([O:25][CH2:26][CH3:27])(=[O:24])[CH2:20][C:21]([CH3:23])=[O:22].C(O)(=O)C.N1CCCCC1. (3) The reactants are: [Cl:1][C:2]1[CH:9]=[CH:8][C:5]([C:6]#[N:7])=[C:4]([CH3:10])[CH:3]=1.[C:11]1([CH3:19])[CH:16]=[CH:15][C:14]([Mg]Br)=[CH:13][CH:12]=1.CO.[BH4-].[Na+]. Given the product [Cl:1][C:2]1[CH:9]=[CH:8][C:5]([CH:6]([C:14]2[CH:15]=[CH:16][C:11]([CH3:19])=[CH:12][CH:13]=2)[NH2:7])=[C:4]([CH3:10])[CH:3]=1, predict the reactants needed to synthesize it. (4) Given the product [CH:11]([C:3]1[C:2]([S:21][CH2:20][CH2:19][C:18]([O:17][CH2:16][CH:15]([CH2:13][CH3:14])[CH2:23][CH2:24][CH2:25][CH3:26])=[O:22])=[CH:10][C:6]2[O:7][CH2:8][O:9][C:5]=2[CH:4]=1)=[O:12], predict the reactants needed to synthesize it. The reactants are: Br[C:2]1[C:3]([CH:11]=[O:12])=[CH:4][C:5]2[O:9][CH2:8][O:7][C:6]=2[CH:10]=1.[CH2:13]([CH:15]([CH2:23][CH2:24][CH2:25][CH3:26])[CH2:16][O:17][C:18](=[O:22])[CH2:19][CH2:20][SH:21])[CH3:14]. (5) Given the product [O:1]1[CH:5]=[CH:4][CH:3]=[C:2]1[C:6]1[O:7][C:8]([CH3:44])=[C:9]([CH2:11][O:12][C:13]2[CH:41]=[CH:40][C:16]([CH2:17][O:18][C:19]3[C:23](/[CH:24]=[CH:25]/[P:26](=[O:27])([OH:33])[OH:30])=[CH:22][N:21]([C:34]4[CH:35]=[CH:36][CH:37]=[CH:38][CH:39]=4)[N:20]=3)=[CH:15][C:14]=2[O:42][CH3:43])[N:10]=1, predict the reactants needed to synthesize it. The reactants are: [O:1]1[CH:5]=[CH:4][CH:3]=[C:2]1[C:6]1[O:7][C:8]([CH3:44])=[C:9]([CH2:11][O:12][C:13]2[CH:41]=[CH:40][C:16]([CH2:17][O:18][C:19]3[C:23](/[CH:24]=[CH:25]/[P:26](=[O:33])([O:30]CC)[O:27]CC)=[CH:22][N:21]([C:34]4[CH:39]=[CH:38][CH:37]=[CH:36][CH:35]=4)[N:20]=3)=[CH:15][C:14]=2[O:42][CH3:43])[N:10]=1.C(#N)C.C[Si](Br)(C)C. (6) Given the product [C:1]1([C:7]2[CH2:8][O:9][C:10]3[C:15]([C:16]=2[C:17]2[CH:18]=[CH:19][C:20]([O:23][S:32]([C:31]([F:44])([F:43])[F:30])(=[O:34])=[O:33])=[CH:21][CH:22]=2)=[CH:14][CH:13]=[CH:12][CH:11]=3)[CH:6]=[CH:5][CH:4]=[CH:3][CH:2]=1, predict the reactants needed to synthesize it. The reactants are: [C:1]1([C:7]2[CH2:8][O:9][C:10]3[C:15]([C:16]=2[C:17]2[CH:22]=[CH:21][C:20]([OH:23])=[CH:19][CH:18]=2)=[CH:14][CH:13]=[CH:12][CH:11]=3)[CH:6]=[CH:5][CH:4]=[CH:3][CH:2]=1.N1C=CC=CC=1.[F:30][C:31]([F:44])([F:43])[S:32](O[S:32]([C:31]([F:44])([F:43])[F:30])(=[O:34])=[O:33])(=[O:34])=[O:33]. (7) Given the product [O:7]=[C:6]1[NH:75][C:41](=[O:44])[NH:42][C:4](=[O:36])[C:5]21[N:11]([C:12]1[CH:17]=[CH:16][C:15]([O:18][C:19]3[CH:20]=[C:21]4[C:25](=[CH:26][CH:27]=3)[N:24]([C:28]3[CH:29]=[CH:30][C:31]([C:34]#[N:35])=[CH:32][CH:33]=3)[N:23]=[CH:22]4)=[N:14][CH:13]=1)[CH2:65][CH2:72][CH2:73]2, predict the reactants needed to synthesize it. The reactants are: C(O[C:4](=[O:36])[CH:5]([NH:11][C:12]1[CH:13]=[N:14][C:15]([O:18][C:19]2[CH:20]=[C:21]3[C:25](=[CH:26][CH:27]=2)[N:24]([C:28]2[CH:33]=[CH:32][C:31]([C:34]#[N:35])=[CH:30][CH:29]=2)[N:23]=[CH:22]3)=[CH:16][CH:17]=1)[C:6](OCC)=[O:7])C.NC1C=C[C:41]([O:44]C2C=C3C(=CC=2)N(C2C=CC(C#N)=CC=2)N=C3)=[N:42]C=1.BrCC[C:65]([CH2:72][CH3:73])(C([O-])=O)C([O-])=O.C[N:75](C)C1C=CC=CC=1. (8) Given the product [Cl:1][C:2]1[CH:3]=[C:4]([C:9]23[CH2:14][CH:13]2[CH2:12][C:11](=[O:15])[CH2:10]3)[CH:5]=[CH:6][C:7]=1[Cl:8], predict the reactants needed to synthesize it. The reactants are: [Cl:1][C:2]1[CH:3]=[C:4]([C:9]#[C:10][CH:11]([OH:15])[CH2:12][CH:13]=[CH2:14])[CH:5]=[CH:6][C:7]=1[Cl:8]. (9) Given the product [O:16]([C:2]1[CH:9]=[CH:8][C:5]([CH:6]=[O:7])=[CH:4][CH:3]=1)[C:10]1[CH:15]=[CH:14][CH:13]=[CH:12][CH:11]=1, predict the reactants needed to synthesize it. The reactants are: F[C:2]1[CH:9]=[CH:8][C:5]([CH:6]=[O:7])=[CH:4][CH:3]=1.[C:10]1([OH:16])[CH:15]=[CH:14][CH:13]=[CH:12][CH:11]=1.C(=O)([O-])[O-].[Cs+].[Cs+].